From a dataset of Forward reaction prediction with 1.9M reactions from USPTO patents (1976-2016). Predict the product of the given reaction. (1) The product is: [Cl:19][C:20]1[CH:21]=[C:22]([NH:26][C:27](=[S:28])[NH:1][C:2]2[CH:3]=[C:4]([CH:14]=[CH:15][C:16]=2[O:17][CH3:18])[C:5]([NH:7][C:8]2[CH:13]=[CH:12][CH:11]=[CH:10][CH:9]=2)=[O:6])[CH:23]=[CH:24][CH:25]=1. Given the reactants [NH2:1][C:2]1[CH:3]=[C:4]([CH:14]=[CH:15][C:16]=1[O:17][CH3:18])[C:5]([NH:7][C:8]1[CH:13]=[CH:12][CH:11]=[CH:10][CH:9]=1)=[O:6].[Cl:19][C:20]1[CH:21]=[C:22]([N:26]=[C:27]=[S:28])[CH:23]=[CH:24][CH:25]=1, predict the reaction product. (2) Given the reactants C([O:8][C:9]1[CH:14]=[CH:13][C:12]([CH2:15][CH2:16][NH:17][C:18](=[O:32])[C:19]([C:25]2[CH:30]=[CH:29][C:28]([CH3:31])=[CH:27][CH:26]=2)=[CH:20][O:21][CH:22]([F:24])[F:23])=[CH:11][C:10]=1[O:33][CH3:34])C1C=CC=CC=1.Br, predict the reaction product. The product is: [F:23][CH:22]([F:24])[O:21][CH:20]=[C:19]([C:25]1[CH:30]=[CH:29][C:28]([CH3:31])=[CH:27][CH:26]=1)[C:18]([NH:17][CH2:16][CH2:15][C:12]1[CH:13]=[CH:14][C:9]([OH:8])=[C:10]([O:33][CH3:34])[CH:11]=1)=[O:32]. (3) The product is: [C:1]([O:5][C:6]([CH:8]1[CH:14]([C:15]([OH:17])=[O:16])[CH2:13][CH2:12][CH2:11][CH2:10][N:9]1[S:25]([C:28]1[CH:33]=[CH:32][C:31]([O:34][CH3:35])=[CH:30][CH:29]=1)(=[O:27])=[O:26])=[O:7])([CH3:4])([CH3:3])[CH3:2]. Given the reactants [C:1]([O:5][C:6]([CH:8]1[CH:14]([C:15]([O:17]CC2C=CC=CC=2)=[O:16])[CH2:13][CH:12]=[CH:11][CH2:10][N:9]1[S:25]([C:28]1[CH:33]=[CH:32][C:31]([O:34][CH3:35])=[CH:30][CH:29]=1)(=[O:27])=[O:26])=[O:7])([CH3:4])([CH3:3])[CH3:2], predict the reaction product. (4) Given the reactants C[O:2][C:3]([C:5]1[CH:10]=[CH:9][C:8]([CH2:11][CH2:12][C:13]2[CH:18]=[CH:17][C:16]([NH:19][C:20]([C:22]3[C:26]4[CH2:27][CH2:28][CH2:29][CH2:30][C:25]=4[S:24][C:23]=3[NH:31][C:32]([C:34]3[CH:35]=[C:36]([S:40]([N:43]4[CH2:50][CH2:49][CH2:48][C@@:44]4([CH3:51])[C:45]([OH:47])=[O:46])(=[O:42])=[O:41])[CH:37]=[CH:38][CH:39]=3)=[O:33])=[O:21])=[CH:15][CH:14]=2)=[CH:7][CH:6]=1)=[O:4].[OH-].[Na+], predict the reaction product. The product is: [C:3]([C:5]1[CH:10]=[CH:9][C:8]([CH2:11][CH2:12][C:13]2[CH:18]=[CH:17][C:16]([NH:19][C:20]([C:22]3[C:26]4[CH2:27][CH2:28][CH2:29][CH2:30][C:25]=4[S:24][C:23]=3[NH:31][C:32]([C:34]3[CH:35]=[C:36]([S:40]([N:43]4[CH2:50][CH2:49][CH2:48][C@@:44]4([CH3:51])[C:45]([OH:47])=[O:46])(=[O:41])=[O:42])[CH:37]=[CH:38][CH:39]=3)=[O:33])=[O:21])=[CH:15][CH:14]=2)=[CH:7][CH:6]=1)([OH:4])=[O:2].